This data is from Peptide-MHC class I binding affinity with 185,985 pairs from IEDB/IMGT. The task is: Regression. Given a peptide amino acid sequence and an MHC pseudo amino acid sequence, predict their binding affinity value. This is MHC class I binding data. (1) The peptide sequence is LLDAHIPQL. The MHC is HLA-A02:03 with pseudo-sequence HLA-A02:03. The binding affinity (normalized) is 1.00. (2) The peptide sequence is KEPFQSYVDRF. The MHC is Mamu-B17 with pseudo-sequence Mamu-B17. The binding affinity (normalized) is 0. (3) The peptide sequence is SSIFLHLLRI. The MHC is H-2-Db with pseudo-sequence H-2-Db. The binding affinity (normalized) is 0.0406. (4) The peptide sequence is YPLSIPATL. The MHC is HLA-B51:01 with pseudo-sequence HLA-B51:01. The binding affinity (normalized) is 0.466.